Dataset: Forward reaction prediction with 1.9M reactions from USPTO patents (1976-2016). Task: Predict the product of the given reaction. (1) The product is: [Br:35][CH2:36][CH2:37][O:21][C:12]1[CH:11]=[C:10]([CH:15]=[CH:14][C:13]=1[CH2:16][S:17]([CH3:20])(=[O:19])=[O:18])[C:9]([NH:8][C:5]1[CH:6]=[CH:7][C:2]([Cl:1])=[C:3]([C:23]2[CH:28]=[CH:27][CH:26]=[CH:25][N:24]=2)[CH:4]=1)=[O:22]. Given the reactants [Cl:1][C:2]1[CH:7]=[CH:6][C:5]([NH:8][C:9](=[O:22])[C:10]2[CH:15]=[CH:14][C:13]([CH2:16][S:17]([CH3:20])(=[O:19])=[O:18])=[C:12]([OH:21])[CH:11]=2)=[CH:4][C:3]=1[C:23]1[CH:28]=[CH:27][CH:26]=[CH:25][N:24]=1.C(=O)([O-])[O-].[Cs+].[Cs+].[Br:35][CH2:36][CH2:37]Br, predict the reaction product. (2) Given the reactants [NH2:1][C:2]1[C:7]([Br:8])=[CH:6][C:5]([C:9]([F:12])([F:11])[F:10])=[CH:4][C:3]=1[Br:13].O[CH:15]([CH3:19])[C:16](=O)[CH3:17].[C:20](#[N:24])[CH2:21][C:22]#[N:23], predict the reaction product. The product is: [NH2:23][C:22]1[N:1]([C:2]2[C:3]([Br:13])=[CH:4][C:5]([C:9]([F:12])([F:10])[F:11])=[CH:6][C:7]=2[Br:8])[C:15]([CH3:19])=[C:16]([CH3:17])[C:21]=1[C:20]#[N:24]. (3) Given the reactants [NH2:1][C:2]1[N:3]=[CH:4][N:5]2[C:9]([C:10]([F:13])([F:12])[F:11])=[C:8]([C:14]([O:16][CH2:17][CH3:18])=[O:15])[S:7][C:6]=12.C(N(CC)CC)C.[CH3:26][N:27]1[CH2:32][CH2:31][N:30]([C:33]2[CH:41]=[CH:40][C:36]([C:37](Cl)=[O:38])=[CH:35][CH:34]=2)[CH2:29][CH2:28]1, predict the reaction product. The product is: [CH3:26][N:27]1[CH2:32][CH2:31][N:30]([C:33]2[CH:41]=[CH:40][C:36]([C:37]([NH:1][C:2]3[N:3]=[CH:4][N:5]4[C:9]([C:10]([F:13])([F:12])[F:11])=[C:8]([C:14]([O:16][CH2:17][CH3:18])=[O:15])[S:7][C:6]=34)=[O:38])=[CH:35][CH:34]=2)[CH2:29][CH2:28]1. (4) Given the reactants [C:1]([C:5]1[C:6]([OH:21])=[C:7]([C:18]([OH:20])=O)[C:8]([CH3:17])=[C:9]([C:11]2[CH:16]=[CH:15][CH:14]=[CH:13][CH:12]=2)[CH:10]=1)([CH3:4])([CH3:3])[CH3:2].[Cl:22][C:23]1[CH:29]=[C:28]([S:30]([C:33]([F:36])([F:35])[F:34])(=[O:32])=[O:31])[CH:27]=[CH:26][C:24]=1[NH2:25], predict the reaction product. The product is: [Cl:22][C:23]1[CH:29]=[C:28]([S:30]([C:33]([F:34])([F:35])[F:36])(=[O:32])=[O:31])[CH:27]=[CH:26][C:24]=1[NH:25][C:18]([C:7]1[C:8]([CH3:17])=[C:9]([C:11]2[CH:12]=[CH:13][CH:14]=[CH:15][CH:16]=2)[CH:10]=[C:5]([C:1]([CH3:2])([CH3:3])[CH3:4])[C:6]=1[OH:21])=[O:20]. (5) Given the reactants C(N(CC)CC)C.[CH3:8][NH:9][CH:10]([CH3:19])[CH:11]([C:13]1[S:14][CH:15]=[C:16]([CH3:18])[N:17]=1)[OH:12].Br[CH2:21][C:22]1[C:23]([Cl:29])=[N:24][C:25]([Cl:28])=[CH:26][CH:27]=1, predict the reaction product. The product is: [Cl:29][C:23]1[C:22]([CH2:21][N:9]([CH3:8])[CH:10]([CH3:19])[CH:11]([C:13]2[S:14][CH:15]=[C:16]([CH3:18])[N:17]=2)[OH:12])=[CH:27][CH:26]=[C:25]([Cl:28])[N:24]=1. (6) Given the reactants [CH3:1][C:2]1([C:15]2[CH:20]=[CH:19][CH:18]=[CH:17][CH:16]=2)[CH2:6][C:5](=[O:7])[CH2:4][N:3]1[C:8]([O:10][C:11]([CH3:14])([CH3:13])[CH3:12])=[O:9].[Li+].C[Si]([N-][Si](C)(C)C)(C)C.C1C(Cl)=CN=C(N([S:39]([C:42]([F:45])([F:44])[F:43])(=[O:41])=[O:40])[S:39]([C:42]([F:45])([F:44])[F:43])(=[O:41])=[O:40])C=1.[NH4+].[Cl-], predict the reaction product. The product is: [CH3:1][C:2]1([C:15]2[CH:20]=[CH:19][CH:18]=[CH:17][CH:16]=2)[CH:6]=[C:5]([O:7][S:39]([C:42]([F:45])([F:44])[F:43])(=[O:41])=[O:40])[CH2:4][N:3]1[C:8]([O:10][C:11]([CH3:12])([CH3:13])[CH3:14])=[O:9]. (7) Given the reactants [Cl:1][C:2]1[N:6]2[CH:7]=[C:8]([C:15]([CH3:17])=[CH2:16])[CH:9]=[C:10]([C:11]([F:14])([F:13])[F:12])[C:5]2=[N:4][C:3]=1[C:18]([N:20]1[CH2:25][CH2:24][CH:23]([N:26]2[CH2:30][CH2:29][O:28][C:27]2=[O:31])[CH2:22][CH2:21]1)=[O:19].C1(SC2C=CC=CC=2)C=CC=CC=1.[H][H], predict the reaction product. The product is: [Cl:1][C:2]1[N:6]2[CH:7]=[C:8]([CH:15]([CH3:17])[CH3:16])[CH:9]=[C:10]([C:11]([F:14])([F:13])[F:12])[C:5]2=[N:4][C:3]=1[C:18]([N:20]1[CH2:25][CH2:24][CH:23]([N:26]2[CH2:30][CH2:29][O:28][C:27]2=[O:31])[CH2:22][CH2:21]1)=[O:19].